The task is: Predict the product of the given reaction.. This data is from Forward reaction prediction with 1.9M reactions from USPTO patents (1976-2016). Given the reactants [S:1]([O:11][CH2:12][CH2:13][CH2:14][CH2:15][CH2:16][CH2:17][CH2:18][OH:19])([C:4]1[CH:10]=[CH:9][C:7]([CH3:8])=[CH:6][CH:5]=1)(=[O:3])=[O:2].CCN(CC)CC.Cl[S:28]([N:31]=C=O)(=[O:30])=[O:29].C(O)=O, predict the reaction product. The product is: [S:28](=[O:30])(=[O:29])([O:19][CH2:18][CH2:17][CH2:16][CH2:15][CH2:14][CH2:13][CH2:12][O:11][S:1]([C:4]1[CH:5]=[CH:6][C:7]([CH3:8])=[CH:9][CH:10]=1)(=[O:2])=[O:3])[NH2:31].